Dataset: Forward reaction prediction with 1.9M reactions from USPTO patents (1976-2016). Task: Predict the product of the given reaction. (1) Given the reactants Br.[CH2:2]1[C:11]2[C:6](=[CH:7][C:8]([OH:12])=[CH:9][CH:10]=2)[CH2:5][CH2:4][NH:3]1.CCN(CC)CC.[CH3:20][C:21]([O:24][C:25](O[C:25]([O:24][C:21]([CH3:23])([CH3:22])[CH3:20])=[O:26])=[O:26])([CH3:23])[CH3:22], predict the reaction product. The product is: [OH:12][C:8]1[CH:7]=[C:6]2[C:11](=[CH:10][CH:9]=1)[CH2:2][N:3]([C:25]([O:24][C:21]([CH3:23])([CH3:22])[CH3:20])=[O:26])[CH2:4][CH2:5]2. (2) Given the reactants [Cl:1][C:2]1[CH:10]=[CH:9][CH:8]=[C:7]2[C:3]=1[CH2:4][CH2:5][CH:6]2[NH2:11].Cl[CH2:13][CH2:14][N:15]=[C:16]=[S:17], predict the reaction product. The product is: [Cl:1][C:2]1[CH:10]=[CH:9][CH:8]=[C:7]2[C:3]=1[CH2:4][CH2:5][CH:6]2[NH:11][C:16]1[S:17][CH2:13][CH2:14][N:15]=1. (3) Given the reactants [CH2:1]([O:8][C:9]1[C:17]([O:18][CH3:19])=[CH:16][C:12]([C:13]([NH2:15])=O)=[C:11]([I:20])[CH:10]=1)[C:2]1[CH:7]=[CH:6][CH:5]=[CH:4][CH:3]=1.ClCCl.FC(F)(F)S(OS(C(F)(F)F)(=O)=O)(=O)=O.Cl, predict the reaction product. The product is: [CH2:1]([O:8][C:9]1[C:17]([O:18][CH3:19])=[CH:16][C:12]([C:13]#[N:15])=[C:11]([I:20])[CH:10]=1)[C:2]1[CH:3]=[CH:4][CH:5]=[CH:6][CH:7]=1. (4) Given the reactants [Cl:1][C:2]1[N:3]=[C:4]([N:13]2[CH2:18][CH2:17][O:16][CH2:15][CH2:14]2)[C:5]2[O:10][C:9]([CH:11]=O)=[CH:8][C:6]=2[N:7]=1.[CH3:19][S:20]([N:23]1[CH2:28][CH2:27][NH:26][CH2:25][CH2:24]1)(=[O:22])=[O:21].C([O-])(=O)C.[Na+].C(OC)(OC)OC.C(O[BH-](OC(=O)C)OC(=O)C)(=O)C.[Na+], predict the reaction product. The product is: [Cl:1][C:2]1[N:3]=[C:4]([N:13]2[CH2:14][CH2:15][O:16][CH2:17][CH2:18]2)[C:5]2[O:10][C:9]([CH2:11][N:26]3[CH2:27][CH2:28][N:23]([S:20]([CH3:19])(=[O:22])=[O:21])[CH2:24][CH2:25]3)=[CH:8][C:6]=2[N:7]=1. (5) Given the reactants [F:1][C:2]1[CH:7]=[CH:6][C:5]([N:8]2[C:13](=[O:14])[C:12]([C:15]([OH:17])=O)=[CH:11][CH:10]=[N:9]2)=[CH:4][CH:3]=1.CCN=C=NCCCN(C)C.C1C=CC2N(O)N=NC=2C=1.[CH3:39][O:40][C:41]1[CH:83]=[CH:82][C:44]([CH2:45][N:46]2[C:50]3=[N:51][CH:52]=[CH:53][C:54]([O:55][C:56]4[CH:61]=[CH:60][C:59]([NH2:62])=[CH:58][C:57]=4[F:63])=[C:49]3[C:48]([C:64]3[CH:65]=[N:66][N:67]([CH:69]4[CH2:74][CH2:73][N:72]([C:75]([O:77][C:78]([CH3:81])([CH3:80])[CH3:79])=[O:76])[CH2:71][CH2:70]4)[CH:68]=3)=[N:47]2)=[CH:43][CH:42]=1.CCN(C(C)C)C(C)C, predict the reaction product. The product is: [F:63][C:57]1[CH:58]=[C:59]([NH:62][C:15]([C:12]2[C:13](=[O:14])[N:8]([C:5]3[CH:4]=[CH:3][C:2]([F:1])=[CH:7][CH:6]=3)[N:9]=[CH:10][CH:11]=2)=[O:17])[CH:60]=[CH:61][C:56]=1[O:55][C:54]1[CH:53]=[CH:52][N:51]=[C:50]2[N:46]([CH2:45][C:44]3[CH:43]=[CH:42][C:41]([O:40][CH3:39])=[CH:83][CH:82]=3)[N:47]=[C:48]([C:64]3[CH:65]=[N:66][N:67]([CH:69]4[CH2:74][CH2:73][N:72]([C:75]([O:77][C:78]([CH3:80])([CH3:81])[CH3:79])=[O:76])[CH2:71][CH2:70]4)[CH:68]=3)[C:49]=12.